From a dataset of Full USPTO retrosynthesis dataset with 1.9M reactions from patents (1976-2016). Predict the reactants needed to synthesize the given product. (1) The reactants are: [N:1]12[CH2:8][CH2:7][N:4]([CH2:5][CH2:6]1)[CH2:3][CH2:2]2.[Br:9][CH2:10][CH2:11][NH:12][C:13](=[O:19])[O:14][C:15]([CH3:18])([CH3:17])[CH3:16]. Given the product [Br-:9].[C:15]([O:14][C:13]([NH:12][CH2:11][CH2:10][N+:1]12[CH2:8][CH2:7][N:4]([CH2:5][CH2:6]1)[CH2:3][CH2:2]2)=[O:19])([CH3:18])([CH3:17])[CH3:16], predict the reactants needed to synthesize it. (2) Given the product [Cl:11][CH2:1][O:2][CH2:3][C:4]1[CH:9]=[CH:8][CH:7]=[CH:6][CH:5]=1, predict the reactants needed to synthesize it. The reactants are: [CH2:1]=[O:2].[CH2:3](O)[C:4]1[CH:9]=[CH:8][CH:7]=[CH:6][CH:5]=1.[ClH:11]. (3) Given the product [F:23][C:18]1[CH:17]=[C:16]([CH:21]=[C:20]([F:22])[CH:19]=1)[CH2:15][C@H:14]([NH:24][C:25](=[O:27])[CH3:26])[C@H:13]([OH:28])[CH2:12][NH:11][C:8]1([C:4]2[CH:3]=[C:2]([C:35]3[CH:34]=[CH:33][CH:32]=[C:31]([O:30][CH3:29])[CH:36]=3)[CH:7]=[CH:6][CH:5]=2)[CH2:10][CH2:9]1, predict the reactants needed to synthesize it. The reactants are: Br[C:2]1[CH:3]=[C:4]([C:8]2([NH:11][CH2:12][C@@H:13]([OH:28])[C@@H:14]([NH:24][C:25](=[O:27])[CH3:26])[CH2:15][C:16]3[CH:21]=[C:20]([F:22])[CH:19]=[C:18]([F:23])[CH:17]=3)[CH2:10][CH2:9]2)[CH:5]=[CH:6][CH:7]=1.[CH3:29][O:30][C:31]1[CH:32]=[C:33](B(O)O)[CH:34]=[CH:35][CH:36]=1.C([O-])([O-])=O.[Cs+].[Cs+].